The task is: Regression. Given two drug SMILES strings and cell line genomic features, predict the synergy score measuring deviation from expected non-interaction effect.. This data is from NCI-60 drug combinations with 297,098 pairs across 59 cell lines. (1) Drug 1: C1=CC=C(C=C1)NC(=O)CCCCCCC(=O)NO. Drug 2: CC1=C(C(=CC=C1)Cl)NC(=O)C2=CN=C(S2)NC3=CC(=NC(=N3)C)N4CCN(CC4)CCO. Cell line: MDA-MB-231. Synergy scores: CSS=15.7, Synergy_ZIP=-8.70, Synergy_Bliss=-4.33, Synergy_Loewe=-2.64, Synergy_HSA=-1.98. (2) Drug 1: CC1C(C(=O)NC(C(=O)N2CCCC2C(=O)N(CC(=O)N(C(C(=O)O1)C(C)C)C)C)C(C)C)NC(=O)C3=C4C(=C(C=C3)C)OC5=C(C(=O)C(=C(C5=N4)C(=O)NC6C(OC(=O)C(N(C(=O)CN(C(=O)C7CCCN7C(=O)C(NC6=O)C(C)C)C)C)C(C)C)C)N)C. Drug 2: C1=CN(C(=O)N=C1N)C2C(C(C(O2)CO)O)O.Cl. Cell line: OVCAR3. Synergy scores: CSS=17.1, Synergy_ZIP=-8.24, Synergy_Bliss=-2.84, Synergy_Loewe=-0.694, Synergy_HSA=1.55. (3) Drug 1: CC1=C(C(=CC=C1)Cl)NC(=O)C2=CN=C(S2)NC3=CC(=NC(=N3)C)N4CCN(CC4)CCO. Drug 2: CC(C)NC(=O)C1=CC=C(C=C1)CNNC.Cl. Cell line: RPMI-8226. Synergy scores: CSS=7.49, Synergy_ZIP=2.59, Synergy_Bliss=6.83, Synergy_Loewe=-0.724, Synergy_HSA=3.08. (4) Drug 1: COC1=C(C=C2C(=C1)N=CN=C2NC3=CC(=C(C=C3)F)Cl)OCCCN4CCOCC4. Drug 2: C1CNP(=O)(OC1)N(CCCl)CCCl. Cell line: A498. Synergy scores: CSS=23.3, Synergy_ZIP=-3.51, Synergy_Bliss=-0.759, Synergy_Loewe=-20.1, Synergy_HSA=-2.99. (5) Cell line: MDA-MB-231. Drug 1: CC=C1C(=O)NC(C(=O)OC2CC(=O)NC(C(=O)NC(CSSCCC=C2)C(=O)N1)C(C)C)C(C)C. Drug 2: C1CNP(=O)(OC1)N(CCCl)CCCl. Synergy scores: CSS=40.6, Synergy_ZIP=0.851, Synergy_Bliss=0.222, Synergy_Loewe=-51.3, Synergy_HSA=-2.47.